Dataset: Forward reaction prediction with 1.9M reactions from USPTO patents (1976-2016). Task: Predict the product of the given reaction. Given the reactants [C:12]([O:11][C:9](O[C:9]([O:11][C:12]([CH3:15])([CH3:14])[CH3:13])=[O:10])=[O:10])([CH3:15])([CH3:14])[CH3:13].[NH:16]1[CH2:19][CH:18]([C:20]([OH:22])=[O:21])[CH2:17]1, predict the reaction product. The product is: [C:12]([O:11][C:9]([N:16]1[CH2:19][CH:18]([C:20]([OH:22])=[O:21])[CH2:17]1)=[O:10])([CH3:13])([CH3:14])[CH3:15].